From a dataset of Peptide-MHC class II binding affinity with 134,281 pairs from IEDB. Regression. Given a peptide amino acid sequence and an MHC pseudo amino acid sequence, predict their binding affinity value. This is MHC class II binding data. (1) The peptide sequence is PCEICAQNPGIIFCS. The MHC is DRB1_0101 with pseudo-sequence DRB1_0101. The binding affinity (normalized) is 0.651. (2) The peptide sequence is FLAMITYITRNQPEW. The MHC is DRB1_1101 with pseudo-sequence DRB1_1101. The binding affinity (normalized) is 0.623. (3) The binding affinity (normalized) is 0. The MHC is HLA-DPA10103-DPB10301 with pseudo-sequence HLA-DPA10103-DPB10301. The peptide sequence is AHGIPKVPPGPNITA. (4) The peptide sequence is LGWNIITFKDKTDIH. The MHC is HLA-DQA10501-DQB10303 with pseudo-sequence HLA-DQA10501-DQB10303. The binding affinity (normalized) is 0.431. (5) The peptide sequence is VHVSFVMAYPEMLAA. The MHC is DRB5_0101 with pseudo-sequence DRB5_0101. The binding affinity (normalized) is 0.453. (6) The peptide sequence is SQDLELTWNLNGLQAY. The MHC is DRB1_0401 with pseudo-sequence DRB1_0401. The binding affinity (normalized) is 0.180. (7) The peptide sequence is LIGPTPVNIIGRNLLTQIGC. The MHC is DRB1_1201 with pseudo-sequence DRB1_1201. The binding affinity (normalized) is 0.244. (8) The MHC is DRB1_0404 with pseudo-sequence DRB1_0404. The binding affinity (normalized) is 0.563. The peptide sequence is YDKFLANVSTGLTGK.